Predict the product of the given reaction. From a dataset of Forward reaction prediction with 1.9M reactions from USPTO patents (1976-2016). (1) Given the reactants [C:1]([N:8]1CC[C@H](SC(C2C=CC=CC=2)(C2C=CC=CC=2)C2C=CC=CC=2)[C@@H]1C=O)(OC(C)(C)C)=O.C(N1CC[C@H:44](SC(C2C=CC=CC=2)(C2C=CC=CC=2)C2C=CC=CC=2)[C@@H:43]1[N:67]([CH3:82])[CH2:68][CH:69]([C:76]1[CH:81]=[CH:80]C=CC=1)[C:70]1[CH:75]=[CH:74][CH:73]=[CH:72][CH:71]=1)(OC(C)(C)C)=O.C1C=CC2C(=CC=CC=2C(O)=[O:94])C=1.CC1C(C)=CC=CC=1C(O)=O, predict the reaction product. The product is: [C:69]1([C:68]([N:67]2[CH2:43][CH2:44][NH:8][CH2:1][CH2:82]2)=[O:94])[C:70]2[C:71](=[CH:72][CH:73]=[CH:74][CH:75]=2)[CH:80]=[CH:81][CH:76]=1. (2) Given the reactants COC[O:4][C:5]1[CH:6]=[C:7]([C:11]2[C:16]([CH:17]([CH2:22][CH2:23][CH3:24])[C:18]([O:20]C)=[O:19])=[C:15]([CH3:25])[N:14]=[C:13]([C:26]3[CH:31]=[CH:30][CH:29]=[CH:28][CH:27]=3)[N:12]=2)[CH:8]=[CH:9][CH:10]=1.Cl.[OH-].[Na+], predict the reaction product. The product is: [OH:4][C:5]1[CH:6]=[C:7]([C:11]2[C:16]([CH:17]([CH2:22][CH2:23][CH3:24])[C:18]([OH:20])=[O:19])=[C:15]([CH3:25])[N:14]=[C:13]([C:26]3[CH:27]=[CH:28][CH:29]=[CH:30][CH:31]=3)[N:12]=2)[CH:8]=[CH:9][CH:10]=1. (3) Given the reactants Cl[C:2]1[C:11]([C:12]([OH:14])=[O:13])=[CH:10][C:9]2[C:4](=[CH:5][CH:6]=[C:7]([Cl:15])[CH:8]=2)[N:3]=1.[NH2:16][C@@H:17]([CH2:26][C:27]1[CH:32]=[CH:31][CH:30]=[CH:29][CH:28]=1)[C:18]([NH:20][C:21]1[NH:25][N:24]=[N:23][N:22]=1)=[O:19], predict the reaction product. The product is: [Cl:15][C:7]1[CH:8]=[C:9]2[C:4](=[CH:5][CH:6]=1)[N:3]=[C:2]([NH:16][C@H:17]([C:18](=[O:19])[NH:20][C:21]1[NH:25][N:24]=[N:23][N:22]=1)[CH2:26][C:27]1[CH:32]=[CH:31][CH:30]=[CH:29][CH:28]=1)[C:11]([C:12]([OH:14])=[O:13])=[CH:10]2. (4) Given the reactants [C:1]([O:5][C:6](=[O:16])[CH2:7][CH2:8][CH2:9][CH:10]([O:12][N+:13]([O-:15])=[O:14])[CH3:11])(C)(C)[CH3:2].C(Cl)(C([Cl:21])=O)=O.CN(C=O)C.C(=O)C, predict the reaction product. The product is: [N+:13]([O:12][CH:10]([CH3:11])[CH2:9][CH2:8][CH2:7][C:6]([O:5][CH:1]([Cl:21])[CH3:2])=[O:16])([O-:15])=[O:14]. (5) The product is: [CH3:27][O:26][C:24]([C@@H:16]([NH:15][C:13]([C@@H:8]([NH2:7])[CH2:9][C:10]([OH:12])=[O:11])=[O:14])[CH2:17][C:18]1[CH:19]=[CH:20][CH:21]=[CH:22][CH:23]=1)=[O:25].[CH3:4][C:2]([CH2:5][CH2:6][NH:7][C@H:8]([C:13]([NH:15][C@H:16]([C:24]([O:26][CH3:27])=[O:25])[CH2:17][C:18]1[CH:23]=[CH:22][CH:21]=[CH:20][CH:19]=1)=[O:14])[CH2:9][C:10]([OH:12])=[O:11])([CH3:1])[CH3:3]. Given the reactants [CH3:1][C:2]([CH2:5][CH2:6][NH:7][C@H:8]([C:13]([NH:15][C@H:16]([C:24]([O:26][CH3:27])=[O:25])[CH2:17][C:18]1[CH:23]=[CH:22][CH:21]=[CH:20][CH:19]=1)=[O:14])[CH2:9][C:10]([OH:12])=[O:11])([CH3:4])[CH3:3].S(=O)(O)[O-].CC(C)(C)CC=O, predict the reaction product.